Dataset: Full USPTO retrosynthesis dataset with 1.9M reactions from patents (1976-2016). Task: Predict the reactants needed to synthesize the given product. (1) Given the product [CH:22]1([O:15][C:14](=[O:16])[C@H:12]([CH3:13])[NH:11][C:9](=[O:10])[CH2:8][C:4]2[CH:5]=[CH:6][CH:7]=[C:2]([Cl:1])[CH:3]=2)[CH2:21][CH2:20][CH2:19][CH:18]=[CH:17]1, predict the reactants needed to synthesize it. The reactants are: [Cl:1][C:2]1[CH:3]=[C:4]([CH2:8][C:9]([NH:11][C@H:12]([C:14]([OH:16])=[O:15])[CH3:13])=[O:10])[CH:5]=[CH:6][CH:7]=1.[CH:17]1(O)[CH2:22][CH2:21][CH2:20][CH:19]=[CH:18]1. (2) Given the product [Br:1][C:2]1[C:11]2[C:6](=[CH:7][CH:8]=[C:9]([C:12]([C:30]3[CH:31]=[CH:32][C:27]([Cl:26])=[CH:28][CH:29]=3)([C:14]3[CH:19]=[CH:18][C:17]([Cl:20])=[CH:16][CH:15]=3)[OH:13])[CH:10]=2)[N:5]=[C:4]([O:21][C:22]([CH3:25])([CH3:24])[CH3:23])[CH:3]=1, predict the reactants needed to synthesize it. The reactants are: [Br:1][C:2]1[C:11]2[C:6](=[CH:7][CH:8]=[C:9]([C:12]([C:14]3[CH:19]=[CH:18][C:17]([Cl:20])=[CH:16][CH:15]=3)=[O:13])[CH:10]=2)[N:5]=[C:4]([O:21][C:22]([CH3:25])([CH3:24])[CH3:23])[CH:3]=1.[Cl:26][C:27]1[CH:32]=[CH:31][C:30]([Mg]Br)=[CH:29][CH:28]=1.